This data is from Reaction yield outcomes from USPTO patents with 853,638 reactions. The task is: Predict the reaction yield, written as a fraction of the theoretical maximum amount of product (1.0 means a 100% yield; for example, 0.34 means a 34% yield). (1) The reactants are O=[C:2]([C:15]1[CH:20]=[CH:19][CH:18]=[CH:17][CH:16]=1)[CH2:3][CH:4]1[C:13]2[C:8](=[CH:9][CH:10]=[CH:11][CH:12]=2)[CH2:7][CH2:6][C:5]1=O.[NH2:21][C:22]1[CH:30]=[C:26]([C:27]([OH:29])=[O:28])[C:25]([OH:31])=[CH:24][CH:23]=1. The catalyst is C(O)(=O)C. The product is [OH:31][C:25]1[CH:24]=[CH:23][C:22]([N:21]2[C:5]3[CH2:6][CH2:7][C:8]4[CH:9]=[CH:10][CH:11]=[CH:12][C:13]=4[C:4]=3[CH:3]=[C:2]2[C:15]2[CH:20]=[CH:19][CH:18]=[CH:17][CH:16]=2)=[CH:30][C:26]=1[CH:27]([OH:29])[OH:28]. The yield is 0.500. (2) The reactants are [Cl:1][C:2]1[C:7](Cl)=[CH:6][C:5]([NH2:9])=[C:4]([N+:10]([O-:12])=[O:11])[CH:3]=1.[CH3:13][O-:14].[Na+].O. The catalyst is CO. The product is [Cl:1][C:2]1[C:7]([O:14][CH3:13])=[CH:6][C:5]([NH2:9])=[C:4]([N+:10]([O-:12])=[O:11])[CH:3]=1. The yield is 0.560.